Dataset: Forward reaction prediction with 1.9M reactions from USPTO patents (1976-2016). Task: Predict the product of the given reaction. (1) Given the reactants [F:1][C:2]1[CH:7]=[CH:6][C:5]([F:8])=[CH:4][C:3]=1[S:9]([N:12]1[C:17]2[CH:18]=[C:19]([C:22]([NH:24][C:25]3[CH:33]=[CH:32][C:28]([C:29]([OH:31])=[O:30])=[CH:27][CH:26]=3)=[O:23])[CH:20]=[CH:21][C:16]=2[O:15][CH2:14][CH2:13]1)(=[O:11])=[O:10].F[C:35]1C=CC(F)=C[C:36]=1S(Cl)(=O)=O, predict the reaction product. The product is: [CH2:35]([O:30][C:29](=[O:31])[C:28]1[CH:32]=[CH:33][C:25]([NH:24][C:22]([C:19]2[CH:20]=[CH:21][C:16]3[O:15][CH2:14][CH2:13][N:12]([S:9]([C:3]4[CH:4]=[C:5]([F:8])[CH:6]=[CH:7][C:2]=4[F:1])(=[O:10])=[O:11])[C:17]=3[CH:18]=2)=[O:23])=[CH:26][CH:27]=1)[CH3:36]. (2) Given the reactants [N:1]([CH2:4][CH:5]1[O:10][C:9]2[C:11](Br)=[CH:12][CH:13]=[CH:14][C:8]=2[N:7]([CH3:16])[CH2:6]1)=[N+:2]=[N-:3].[CH3:17][O:18][C:19]1[CH:24]=[CH:23][C:22](B(O)O)=[C:21]([CH3:28])[CH:20]=1, predict the reaction product. The product is: [N:1]([CH2:4][CH:5]1[O:10][C:9]2[C:11]([C:22]3[CH:23]=[CH:24][C:19]([O:18][CH3:17])=[CH:20][C:21]=3[CH3:28])=[CH:12][CH:13]=[CH:14][C:8]=2[N:7]([CH3:16])[CH2:6]1)=[N+:2]=[N-:3].